Dataset: Reaction yield outcomes from USPTO patents with 853,638 reactions. Task: Predict the reaction yield, written as a fraction of the theoretical maximum amount of product (1.0 means a 100% yield; for example, 0.34 means a 34% yield). (1) The reactants are C1N=CN(C(N2C=NC=C2)=O)C=1.[CH2:13]([O:20][N:21]1[C:27](=[O:28])[N:26]2[CH2:29][C@H:22]1[CH2:23][CH2:24][C@H:25]2[C:30]1[O:31]C(C2CCNCC2)=N[N:34]=1)[C:14]1[CH:19]=[CH:18][CH:17]=[CH:16][CH:15]=1.O/[N:42]=[C:43](\[CH:45]1[CH2:50][CH2:49][N:48]([C:51]([O:53][C:54]([CH3:57])([CH3:56])[CH3:55])=[O:52])[CH2:47][CH2:46]1)/N. The catalyst is CN(C=O)C.CCOC(C)=O. The product is [CH2:13]([O:20][N:21]1[C:27](=[O:28])[N:26]2[CH2:29][C@H:22]1[CH2:23][CH2:24][C@H:25]2[C:30]1[O:31][N:42]=[C:43]([CH:45]2[CH2:50][CH2:49][N:48]([C:51]([O:53][C:54]([CH3:57])([CH3:56])[CH3:55])=[O:52])[CH2:47][CH2:46]2)[N:34]=1)[C:14]1[CH:15]=[CH:16][CH:17]=[CH:18][CH:19]=1. The yield is 0.760. (2) The reactants are [CH3:1][O:2][C:3]1[C:4](=[O:23])[C:5]([CH3:22])=[C:6]([CH2:12][C:13]2[CH:21]=[CH:20][C:16]([C:17](O)=[O:18])=[CH:15][CH:14]=2)[C:7](=[O:11])[C:8]=1[O:9][CH3:10].[CH:24]([NH2:27])([CH3:26])[CH3:25]. No catalyst specified. The product is [CH3:1][O:2][C:3]1[C:4](=[O:23])[C:5]([CH3:22])=[C:6]([CH2:12][C:13]2[CH:21]=[CH:20][C:16]([C:17]([NH:27][CH:24]([CH3:26])[CH3:25])=[O:18])=[CH:15][CH:14]=2)[C:7](=[O:11])[C:8]=1[O:9][CH3:10]. The yield is 0.490. (3) The reactants are [F:1][C:2]1[CH:7]=[CH:6][C:5]([CH:8]([OH:15])[CH2:9][NH:10][C:11](=O)[CH2:12][CH3:13])=[CH:4][C:3]=1[O:16][CH3:17]. The catalyst is Cl. The product is [F:1][C:2]1[CH:7]=[CH:6][C:5]([CH:8]([OH:15])[CH2:9][NH:10][CH2:11][CH2:12][CH3:13])=[CH:4][C:3]=1[O:16][CH3:17]. The yield is 0.810. (4) The reactants are [Cl:1][C:2]1[CH:7]=[C:6]([Cl:8])[CH:5]=[CH:4][C:3]=1[C@@H:9]1[CH2:14][C@@H:13]([C:15]2[O:19][NH:18][C:17](=[O:20])[CH:16]=2)[CH2:12][CH2:11][N:10]1C(OC)=O.Br. No catalyst specified. The product is [Cl:1][C:2]1[CH:7]=[C:6]([Cl:8])[CH:5]=[CH:4][C:3]=1[C@@H:9]1[CH2:14][C@@H:13]([C:15]2[O:19][NH:18][C:17](=[O:20])[CH:16]=2)[CH2:12][CH2:11][NH:10]1. The yield is 0.640. (5) The reactants are NC1C=C(C)C(OC2C=C3C(=CC=2)NN=C3CCC)=C(C)C=1.C(N(CC)CC)C.[CH2:30]([O:32][C:33](=[O:65])[C:34]([NH:36][C:37]1[CH:62]=[C:61]([CH3:63])[C:40]([O:41][C:42]2[CH:43]=[C:44]3[C:48](=[CH:49][CH:50]=2)[N:47](C(=O)C(OCC)=O)[N:46]=[C:45]3[CH2:58][CH2:59][CH3:60])=[C:39]([CH3:64])[CH:38]=1)=[O:35])[CH3:31]. No catalyst specified. The product is [CH3:63][C:61]1[CH:62]=[C:37]([NH:36][C:34](=[O:35])[C:33]([O:32][CH2:30][CH3:31])=[O:65])[CH:38]=[C:39]([CH3:64])[C:40]=1[O:41][C:42]1[CH:43]=[C:44]2[C:48](=[CH:49][CH:50]=1)[NH:47][N:46]=[C:45]2[CH2:58][CH2:59][CH3:60]. The yield is 0.400. (6) The reactants are [C:1]([C:3]1[NH:4][C:5]([C:8]2[CH:9]=[C:10]([CH:15]=[CH:16][C:17]=2[CH3:18])[C:11]([O:13][CH3:14])=[O:12])=[CH:6][N:7]=1)#[N:2].CN(C=O)C.C1C(=O)N([Cl:31])C(=O)C1. The catalyst is C(Cl)(Cl)Cl. The product is [Cl:31][C:6]1[N:7]=[C:3]([C:1]#[N:2])[NH:4][C:5]=1[C:8]1[CH:9]=[C:10]([CH:15]=[CH:16][C:17]=1[CH3:18])[C:11]([O:13][CH3:14])=[O:12]. The yield is 0.480. (7) The reactants are [C:1]1([C:7]2[S:11][C:10]([NH2:12])=[N:9][N:8]=2)[CH:6]=[CH:5][CH:4]=[CH:3][CH:2]=1.C([O-])([O-])=O.[K+].[K+].[Cl:19][CH2:20][C:21](Cl)=[O:22]. The catalyst is CN(C=O)C. The product is [Cl:19][CH2:20][C:21]([NH:12][C:10]1[S:11][C:7]([C:1]2[CH:2]=[CH:3][CH:4]=[CH:5][CH:6]=2)=[N:8][N:9]=1)=[O:22]. The yield is 0.760. (8) No catalyst specified. The reactants are [O:1]1[C:6]2[CH:7]=[CH:8][C:9]([CH:11]=[O:12])=[CH:10][C:5]=2[O:4][CH2:3][CH2:2]1.Br[C:14]1[CH:23]=[CH:22][C:17]2[O:18][CH2:19][CH2:20][O:21][C:16]=2[CH:15]=1.C([Li])CCC.O1C2C=CC(C(C3C=C(OC)C=C(OC)C=3)O)=CC=2OCC1. The yield is 0.860. The product is [O:1]1[C:6]2[CH:7]=[CH:8][C:9]([CH:11]([C:14]3[CH:23]=[CH:22][C:17]4[O:18][CH2:19][CH2:20][O:21][C:16]=4[CH:15]=3)[OH:12])=[CH:10][C:5]=2[O:4][CH2:3][CH2:2]1.